Dataset: Full USPTO retrosynthesis dataset with 1.9M reactions from patents (1976-2016). Task: Predict the reactants needed to synthesize the given product. (1) Given the product [CH:1]([C:17]1[CH:18]=[C:19]([CH:22]=[CH:23][CH:24]=1)[C:20]#[N:21])=[CH2:2], predict the reactants needed to synthesize it. The reactants are: [CH2:1]([Sn](CCCC)(CCCC)C=C)[CH2:2]CC.Br[C:17]1[CH:18]=[C:19]([CH:22]=[CH:23][CH:24]=1)[C:20]#[N:21].C(OCC)(=O)C. (2) Given the product [Cl:32][C:27]1[CH:28]=[CH:29][CH:30]=[CH:31][C:26]=1[C:15]1[CH:14]=[C:13]2[C:21]([CH:22]=[CH:23][N:12]2[CH2:11][CH2:10][CH2:9][OH:8])=[C:20]2[C:16]=1[C:17](=[O:25])[NH:18][C:19]2=[O:24], predict the reactants needed to synthesize it. The reactants are: [Si]([O:8][CH2:9][CH2:10][CH2:11][N:12]1[CH:23]=[CH:22][C:21]2[C:13]1=[CH:14][C:15]([C:26]1[CH:31]=[CH:30][CH:29]=[CH:28][C:27]=1[Cl:32])=[C:16]1[C:20]=2[C:19](=[O:24])[NH:18][C:17]1=[O:25])(C(C)(C)C)(C)C.OS(O)(=O)=O. (3) Given the product [C:1]([O:5][C:6]([N:8]1[CH2:9][C:10](=[O:46])[N:11]([C:26]2[CH:31]=[CH:30][C:29]([O:32][CH2:33][CH2:34][CH2:35][O:36][CH2:37][C:38]3[CH:43]=[CH:42][CH:41]=[CH:40][C:39]=3[O:44][CH3:45])=[CH:28][CH:27]=2)[C@@H:12]([CH:14]([O:15][C:16]2[CH:25]=[C:24]3[C:19]([CH2:20][CH2:21][CH2:22][NH:23]3)=[CH:18][CH:17]=2)[CH2:56][CH2:57][OH:58])[CH2:13]1)=[O:7])([CH3:3])([CH3:4])[CH3:2], predict the reactants needed to synthesize it. The reactants are: [C:1]([O:5][C:6]([N:8]1[CH2:13][C@H:12]([CH2:14][O:15][C:16]2[CH:25]=[C:24]3[C:19]([CH2:20][CH2:21][CH2:22][NH:23]3)=[CH:18][CH:17]=2)[N:11]([C:26]2[CH:31]=[CH:30][C:29]([O:32][CH2:33][CH2:34][CH2:35][O:36][CH2:37][C:38]3[CH:43]=[CH:42][CH:41]=[CH:40][C:39]=3[O:44][CH3:45])=[CH:28][CH:27]=2)[C:10](=[O:46])[CH2:9]1)=[O:7])([CH3:4])([CH3:3])[CH3:2].C(=O)([O-])[O-].[Na+].[Na+].[I-].[K+].Br[CH2:56][CH2:57][OH:58]. (4) Given the product [Cl:7][C:8]1[N:13]=[C:12]([N:14]2[CH2:19][CH2:18][O:17][CH2:16][C@H:15]2[CH3:20])[CH:11]=[C:10]([CH2:21][S:3]([CH2:1][CH3:2])(=[O:5])=[O:4])[N:9]=1, predict the reactants needed to synthesize it. The reactants are: [CH2:1]([S:3]([O-:5])=[O:4])[CH3:2].[Na+].[Cl:7][C:8]1[N:13]=[C:12]([N:14]2[CH2:19][CH2:18][O:17][CH2:16][C@H:15]2[CH3:20])[CH:11]=[C:10]([CH2:21]I)[N:9]=1. (5) Given the product [CH3:1][C:2]1[CH:6]=[C:5]([CH3:7])[N:4]([C:8]2[N:13]=[C:12]([NH:14][C:15](=[O:17])[CH3:16])[CH:11]=[C:10]([C:18]3[CH:23]=[CH:22][CH:21]=[CH:20][C:19]=3[OH:26])[N:9]=2)[N:3]=1, predict the reactants needed to synthesize it. The reactants are: [CH3:1][C:2]1[CH:6]=[C:5]([CH3:7])[N:4]([C:8]2[N:13]=[C:12]([NH:14][C:15](=[O:17])[CH3:16])[CH:11]=[C:10]([C:18]3[CH:23]=[C:22](O)[CH:21]=[C:20](F)[CH:19]=3)[N:9]=2)[N:3]=1.[OH:26]C1C=CC=CC=1B(O)O. (6) The reactants are: [CH3:1][C:2]1[CH:10]=[CH:9][CH:8]=[CH:7][C:3]=1[C:4]([OH:6])=O.[N:11]1([CH:17]([C:20]2[CH:25]=[CH:24][N:23]=[CH:22][CH:21]=2)[CH2:18][NH2:19])[CH2:16][CH2:15][O:14][CH2:13][CH2:12]1. Given the product [CH3:1][C:2]1[CH:10]=[CH:9][CH:8]=[CH:7][C:3]=1[C:4]([NH:19][CH2:18][CH:17]([N:11]1[CH2:16][CH2:15][O:14][CH2:13][CH2:12]1)[C:20]1[CH:21]=[CH:22][N:23]=[CH:24][CH:25]=1)=[O:6], predict the reactants needed to synthesize it.